Dataset: Forward reaction prediction with 1.9M reactions from USPTO patents (1976-2016). Task: Predict the product of the given reaction. (1) Given the reactants Cl[C:2]1[C:11]2[N:12]=[CH:13][N:14]([CH2:15][CH:16]([CH3:18])[CH3:17])[C:10]=2[C:9]2[CH:8]=[CH:7][CH:6]=[CH:5][C:4]=2[N:3]=1.O.[NH2:20][NH2:21].C(O)C, predict the reaction product. The product is: [CH2:15]([N:14]1[C:10]2[C:9]3[CH:8]=[CH:7][CH:6]=[CH:5][C:4]=3[N:3]=[C:2]([NH:20][NH2:21])[C:11]=2[N:12]=[CH:13]1)[CH:16]([CH3:18])[CH3:17]. (2) Given the reactants [CH2:1]([N:3]1[C:15]2[C:14](=[O:16])[NH:13][CH:12]([CH3:17])[CH2:11][C:10]=2[C:9]2[C:4]1=[CH:5][CH:6]=[CH:7][CH:8]=2)[CH3:2].I[C:19]1[CH:20]=[N:21][CH:22]=[CH:23][C:24]=1[CH3:25].[O-]P([O-])([O-])=O.[K+].[K+].[K+].CN[C@@H]1CCCC[C@H]1NC, predict the reaction product. The product is: [CH2:1]([N:3]1[C:15]2[C:14](=[O:16])[N:13]([C:19]3[CH:20]=[N:21][CH:22]=[CH:23][C:24]=3[CH3:25])[CH:12]([CH3:17])[CH2:11][C:10]=2[C:9]2[C:4]1=[CH:5][CH:6]=[CH:7][CH:8]=2)[CH3:2]. (3) Given the reactants [Cl:1][C:2]1[CH:10]=[C:9]2[C:5]([CH:6]=[C:7]([C:11]([OH:13])=[O:12])[NH:8]2)=[CH:4][CH:3]=1.OS(O)(=O)=O.[CH3:19][CH2:20]O, predict the reaction product. The product is: [CH2:19]([O:12][C:11]([C:7]1[NH:8][C:9]2[C:5]([CH:6]=1)=[CH:4][CH:3]=[C:2]([Cl:1])[CH:10]=2)=[O:13])[CH3:20]. (4) The product is: [F:1][C:2]1[CH:3]=[C:4]([CH:5]=[C:6]([F:8])[CH:7]=1)[CH2:9][CH:10]([NH:30][C:31](=[O:33])[CH3:32])[CH:11]([OH:29])[CH2:12][NH:13][C:14]1([C:17]2[CH:22]=[CH:21][CH:20]=[C:19]([CH:23]([CH3:24])[C:25]([F:27])([F:26])[F:28])[CH:18]=2)[CH2:15][CH2:16]1. Given the reactants [F:1][C:2]1[CH:3]=[C:4]([CH2:9][CH:10]([NH:30][C:31](=[O:33])[CH3:32])[CH:11]([OH:29])[CH2:12][NH:13][C:14]2([C:17]3[CH:22]=[CH:21][CH:20]=[C:19]([C:23]([C:25]([F:28])([F:27])[F:26])=[CH2:24])[CH:18]=3)[CH2:16][CH2:15]2)[CH:5]=[C:6]([F:8])[CH:7]=1, predict the reaction product. (5) Given the reactants [CH:1](NC(C)C)([CH3:3])[CH3:2].C([Li])CCC.CCCCCC.[CH:19]1([C:25]([O:27][CH3:28])=[O:26])[CH2:24][CH2:23][CH2:22][CH2:21][CH2:20]1.C(Br)C#C, predict the reaction product. The product is: [CH2:3]([C:19]1([C:25]([O:27][CH3:28])=[O:26])[CH2:24][CH2:23][CH2:22][CH2:21][CH2:20]1)[C:1]#[CH:2]. (6) Given the reactants Br[C:2]1[C:3]([C:10]2[CH:18]=[CH:17][C:13]([N:14]([CH3:16])[CH3:15])=[CH:12][CH:11]=2)=[N:4][C:5]([O:8][CH3:9])=[CH:6][CH:7]=1.Cl.[F:20][C:21]1[CH:26]=[CH:25][C:24]([N:27]2[CH2:32][CH2:31][NH:30][CH2:29][C:28]2=[O:33])=[CH:23][CH:22]=1.C1C=CC(P(C2C(C3C(P(C4C=CC=CC=4)C4C=CC=CC=4)=CC=C4C=3C=CC=C4)=C3C(C=CC=C3)=CC=2)C2C=CC=CC=2)=CC=1.CC(C)([O-])C.[Na+], predict the reaction product. The product is: [CH3:15][N:14]([CH3:16])[C:13]1[CH:17]=[CH:18][C:10]([C:3]2[C:2]([N:30]3[CH2:31][CH2:32][N:27]([C:24]4[CH:23]=[CH:22][C:21]([F:20])=[CH:26][CH:25]=4)[C:28](=[O:33])[CH2:29]3)=[CH:7][CH:6]=[C:5]([O:8][CH3:9])[N:4]=2)=[CH:11][CH:12]=1. (7) Given the reactants C([O:4][CH2:5][C@H:6]([N:11]1[CH:20]=[CH:19][C:18]2[C:13](=[CH:14][CH:15]=[CH:16][C:17]=2[NH2:21])[C:12]1=[O:22])[CH2:7][CH:8]([CH3:10])[CH3:9])(=O)C.CN(C)C=O.[C:28]12([CH2:38][C:39](O)=[O:40])[CH2:37][CH:32]3[CH2:33][CH:34]([CH2:36][CH:30]([CH2:31]3)[CH2:29]1)[CH2:35]2.F[P-](F)(F)(F)(F)F.C[N+](C)=C(N(C)C)ON1C2N=CC=CC=2N=N1.C(N(CC)C(C)C)(C)C, predict the reaction product. The product is: [C:28]12([CH2:38][C:39]([NH:21][C:17]3[CH:16]=[CH:15][CH:14]=[C:13]4[C:18]=3[CH:19]=[CH:20][N:11]([C@@H:6]([CH2:5][OH:4])[CH2:7][CH:8]([CH3:9])[CH3:10])[C:12]4=[O:22])=[O:40])[CH2:35][CH:34]3[CH2:33][CH:32]([CH2:31][CH:30]([CH2:36]3)[CH2:29]1)[CH2:37]2.